Dataset: Reaction yield outcomes from USPTO patents with 853,638 reactions. Task: Predict the reaction yield, written as a fraction of the theoretical maximum amount of product (1.0 means a 100% yield; for example, 0.34 means a 34% yield). (1) The reactants are [CH:1]1([C:5]2[C:13]3[C:8](=[N:9][CH:10]=[C:11]([NH:14][C:15](=[O:31])[C:16]4[C:21]([F:22])=[CH:20][CH:19]=[C:18]([NH:23][S:24]([CH2:27][CH2:28][CH3:29])(=[O:26])=[O:25])[C:17]=4[F:30])[CH:12]=3)[N:7](S(C3C=CC=CC=3)(=O)=O)[CH:6]=2)[CH2:4][CH2:3][CH2:2]1.C(=O)([O-])[O-].[K+].[K+]. The catalyst is CO.CCOC(C)=O. The product is [CH:1]1([C:5]2[C:13]3[C:8](=[N:9][CH:10]=[C:11]([NH:14][C:15](=[O:31])[C:16]4[C:21]([F:22])=[CH:20][CH:19]=[C:18]([NH:23][S:24]([CH2:27][CH2:28][CH3:29])(=[O:25])=[O:26])[C:17]=4[F:30])[CH:12]=3)[NH:7][CH:6]=2)[CH2:2][CH2:3][CH2:4]1. The yield is 0.150. (2) The reactants are [F:1][C:2]1[CH:7]=[CH:6][C:5]([F:8])=[CH:4][C:3]=1[C@H:9]1[CH2:13][CH2:12][CH2:11][N:10]1[C:14]1[CH:19]=[CH:18][N:17]2[N:20]=[CH:21][C:22]([NH2:23])=[C:16]2[N:15]=1.C1N=CN([C:29](N2C=NC=C2)=[O:30])C=1.[CH:36]([N:39]1[CH2:44][CH2:43][NH:42][CH2:41][CH2:40]1)([CH3:38])[CH3:37]. The catalyst is C(Cl)Cl. The product is [F:1][C:2]1[CH:7]=[CH:6][C:5]([F:8])=[CH:4][C:3]=1[C@H:9]1[CH2:13][CH2:12][CH2:11][N:10]1[C:14]1[CH:19]=[CH:18][N:17]2[N:20]=[CH:21][C:22]([NH:23][C:29]([N:42]3[CH2:43][CH2:44][N:39]([CH:36]([CH3:38])[CH3:37])[CH2:40][CH2:41]3)=[O:30])=[C:16]2[N:15]=1. The yield is 0.900. (3) The reactants are [CH:1]1([N:6]([CH2:17][CH2:18][C:19]([O:21]C)=O)[C:7]2[C:12]([N+:13]([O-])=O)=[CH:11][N:10]=[C:9]([Cl:16])[N:8]=2)[CH2:5][CH2:4][CH2:3][CH2:2]1. The catalyst is C(O)(=O)C.[Fe]. The product is [Cl:16][C:9]1[N:10]=[CH:11][C:12]2[NH:13][C:19](=[O:21])[CH2:18][CH2:17][N:6]([CH:1]3[CH2:5][CH2:4][CH2:3][CH2:2]3)[C:7]=2[N:8]=1. The yield is 0.310. (4) The reactants are [C:1]1([S:7]([N:10]2[C:14]3[CH:15]=[N:16][C:17]([C:20]#[N:21])=[C:18]([OH:19])[C:13]=3[C:12]3[CH:22]=[C:23]([Br:26])[CH:24]=[N:25][C:11]2=3)(=[O:9])=[O:8])[CH:6]=[CH:5][CH:4]=[CH:3][CH:2]=1.[CH3:27][O:28][CH2:29][CH2:30]O.C1(P(C2C=CC=CC=2)C2C=CC=CC=2)C=CC=CC=1.N(C(OCC)=O)=NC(OCC)=O. The catalyst is CN(C=O)C.C(OCC)(=O)C. The product is [C:1]1([S:7]([N:10]2[C:14]3[CH:15]=[N:16][C:17]([C:20]#[N:21])=[C:18]([O:19][CH2:30][CH2:29][O:28][CH3:27])[C:13]=3[C:12]3[CH:22]=[C:23]([Br:26])[CH:24]=[N:25][C:11]2=3)(=[O:8])=[O:9])[CH:2]=[CH:3][CH:4]=[CH:5][CH:6]=1. The yield is 0.370. (5) The reactants are Br[C:2]1[C:10]2[O:9][CH2:8][C@@H:7]([N:11]([C:26](=[O:31])[C:27]([F:30])([F:29])[F:28])[C:12]3[CH:25]=[CH:24][C:15]4[C@H:16]([CH2:19][C:20]([O:22][CH3:23])=[O:21])[CH2:17][O:18][C:14]=4[CH:13]=3)[C:6]=2[CH:5]=[CH:4][CH:3]=1.[NH2:32][C:33]1[CH:34]=[C:35]([CH:38]=[CH:39][CH:40]=1)[C:36]#[N:37].C1(P(C2C=CC=CC=2)C2C3OC4C(=CC=CC=4P(C4C=CC=CC=4)C4C=CC=CC=4)C(C)(C)C=3C=CC=2)C=CC=CC=1.C(=O)([O-])[O-].[Cs+].[Cs+]. The catalyst is C1(C)C=CC=CC=1.C1C=CC(/C=C/C(/C=C/C2C=CC=CC=2)=O)=CC=1.C1C=CC(/C=C/C(/C=C/C2C=CC=CC=2)=O)=CC=1.C1C=CC(/C=C/C(/C=C/C2C=CC=CC=2)=O)=CC=1.[Pd].[Pd]. The product is [C:36]([C:35]1[CH:34]=[C:33]([NH:32][C:2]2[C:10]3[O:9][CH2:8][C@@H:7]([N:11]([C:26](=[O:31])[C:27]([F:30])([F:29])[F:28])[C:12]4[CH:25]=[CH:24][C:15]5[C@H:16]([CH2:19][C:20]([O:22][CH3:23])=[O:21])[CH2:17][O:18][C:14]=5[CH:13]=4)[C:6]=3[CH:5]=[CH:4][CH:3]=2)[CH:40]=[CH:39][CH:38]=1)#[N:37]. The yield is 0.770.